This data is from Forward reaction prediction with 1.9M reactions from USPTO patents (1976-2016). The task is: Predict the product of the given reaction. (1) Given the reactants [O:1]=[C:2]1[CH2:11][CH2:10][C:9]2[C:4](=[CH:5][C:6]([C:12]#N)=[CH:7][CH:8]=2)[NH:3]1.[OH2:14], predict the reaction product. The product is: [O:1]=[C:2]1[CH2:11][CH2:10][C:9]2[C:4](=[CH:5][C:6]([CH:12]=[O:14])=[CH:7][CH:8]=2)[NH:3]1. (2) Given the reactants [F:1][C:2]1[CH:7]=[C:6]([C:8]([N:10]2[CH2:15][CH2:14][N:13]([CH2:16][C:17]3[CH:22]=[CH:21][C:20]([C:23]([OH:32])([C:28]([F:31])([F:30])[F:29])[C:24]([F:27])([F:26])[F:25])=[CH:19][CH:18]=3)[CH2:12][CH2:11]2)=[O:9])[CH:5]=[CH:4][C:3]=1[NH:33][C:34](=[O:48])[NH:35][C@@H:36]1[CH2:40][CH2:39][N:38](C(OC(C)(C)C)=O)[CH2:37]1.FC(F)(F)C(O)=O, predict the reaction product. The product is: [F:1][C:2]1[CH:7]=[C:6]([C:8]([N:10]2[CH2:11][CH2:12][N:13]([CH2:16][C:17]3[CH:18]=[CH:19][C:20]([C:23]([OH:32])([C:24]([F:26])([F:27])[F:25])[C:28]([F:29])([F:30])[F:31])=[CH:21][CH:22]=3)[CH2:14][CH2:15]2)=[O:9])[CH:5]=[CH:4][C:3]=1[NH:33][C:34]([NH:35][C@@H:36]1[CH2:40][CH2:39][NH:38][CH2:37]1)=[O:48]. (3) Given the reactants [Cl:1][C:2]1[C:7]([O:8][C:9]2[CH:10]=[CH:11][C:12]([C:15]([NH2:17])=[O:16])=[N:13][CH:14]=2)=[C:6]([F:18])[C:5]([C@@H:19]([CH:27]2[CH2:29][CH2:28]2)[NH:20][S@@](C(C)(C)C)=O)=[CH:4][CH:3]=1.Cl, predict the reaction product. The product is: [ClH:1].[NH2:20][C@H:19]([CH:27]1[CH2:29][CH2:28]1)[C:5]1[C:6]([F:18])=[C:7]([C:2]([Cl:1])=[CH:3][CH:4]=1)[O:8][C:9]1[CH:10]=[CH:11][C:12]([C:15]([NH2:17])=[O:16])=[N:13][CH:14]=1.